Dataset: Full USPTO retrosynthesis dataset with 1.9M reactions from patents (1976-2016). Task: Predict the reactants needed to synthesize the given product. (1) Given the product [CH3:1][NH:2][C:5]([C@@H:7]1[O:11][C:10](=[O:12])[N:9]([C:13]2[CH:14]=[C:15]3[C:19](=[CH:20][CH:21]=2)[N:18]([CH:22]([CH3:24])[CH3:23])[C:17](=[O:25])[CH2:16]3)[CH2:8]1)=[O:4], predict the reactants needed to synthesize it. The reactants are: [CH3:1][NH2:2].C[O:4][C:5]([C@@H:7]1[O:11][C:10](=[O:12])[N:9]([C:13]2[CH:14]=[C:15]3[C:19](=[CH:20][CH:21]=2)[N:18]([CH:22]([CH3:24])[CH3:23])[C:17](=[O:25])[CH2:16]3)[CH2:8]1)=O. (2) Given the product [C:19]1([C:2]2[CH:3]=[CH:4][CH:5]=[C:6]3[C:10]=2[NH:9][C:8](=[O:11])[C:7]3=[O:12])[CH:24]=[CH:23][CH:22]=[CH:21][CH:20]=1, predict the reactants needed to synthesize it. The reactants are: I[C:2]1[CH:3]=[CH:4][CH:5]=[C:6]2[C:10]=1[NH:9][C:8](=[O:11])[C:7]2=[O:12].COCCOC.[C:19]1(B(O)O)[CH:24]=[CH:23][CH:22]=[CH:21][CH:20]=1.C(=O)(O)[O-].[Na+].